This data is from Forward reaction prediction with 1.9M reactions from USPTO patents (1976-2016). The task is: Predict the product of the given reaction. Given the reactants Br[C:2]1[C:3]([CH2:18][C:19]2[CH:24]=[CH:23][C:22]([Cl:25])=[C:21]([Cl:26])[CH:20]=2)=[C:4]([C:13]([O:15][CH2:16][CH3:17])=[O:14])[S:5][C:6]=1[N:7]1[CH2:12][CH2:11][O:10][CH2:9][CH2:8]1.[CH3:27][CH:28]([C:30]1[CH:35]=[C:34](C(C)C)[C:33](C2C=CC=CC=2P(C2CCCCC2)C2CCCCC2)=[C:32](C(C)C)[CH:31]=1)C.C1(C#C)C=CC=CC=1.CN(C=O)C, predict the reaction product. The product is: [Cl:26][C:21]1[CH:20]=[C:19]([CH:24]=[CH:23][C:22]=1[Cl:25])[CH2:18][C:3]1[C:2]([C:27]#[C:28][C:30]2[CH:35]=[CH:34][CH:33]=[CH:32][CH:31]=2)=[C:6]([N:7]2[CH2:12][CH2:11][O:10][CH2:9][CH2:8]2)[S:5][C:4]=1[C:13]([O:15][CH2:16][CH3:17])=[O:14].